Dataset: Full USPTO retrosynthesis dataset with 1.9M reactions from patents (1976-2016). Task: Predict the reactants needed to synthesize the given product. (1) The reactants are: C(OC([N:8]1[CH2:13][CH2:12][N:11]([C:14]2[C:15]([C:28]3[CH:33]=[CH:32][C:31]([F:34])=[CH:30][CH:29]=3)=[N:16][C:17]3[C:22]([N:23]=2)=[CH:21][C:20]([C:24]([O:26]C)=[O:25])=[CH:19][CH:18]=3)[C@@H:10]([CH3:35])[CH2:9]1)=O)(C)(C)C.C(O)(C(F)(F)F)=O.[OH-].[Na+]. Given the product [F:34][C:31]1[CH:32]=[CH:33][C:28]([C:15]2[C:14]([N:11]3[CH2:12][CH2:13][NH:8][CH2:9][C@@H:10]3[CH3:35])=[N:23][C:22]3[C:17](=[CH:18][CH:19]=[C:20]([C:24]([OH:26])=[O:25])[CH:21]=3)[N:16]=2)=[CH:29][CH:30]=1, predict the reactants needed to synthesize it. (2) The reactants are: [NH2:1][CH2:2][CH2:3][CH2:4][OH:5].Cl[C:7]([O:9][CH2:10][C:11]1[CH:16]=[CH:15][CH:14]=[CH:13][CH:12]=1)=[O:8]. Given the product [C:7]([NH:1][CH2:2][CH2:3][CH2:4][OH:5])([O:9][CH2:10][C:11]1[CH:16]=[CH:15][CH:14]=[CH:13][CH:12]=1)=[O:8], predict the reactants needed to synthesize it. (3) Given the product [F:1][C:2]1[CH:3]=[CH:4][C:5]([C:8]2[N:13]=[C:12]3[NH:14][N:15]=[CH:16][C:11]3=[C:10]([CH:17]3[CH2:18][CH2:19][N:20]([CH3:31])[CH2:21][CH2:22]3)[C:9]=2[C:23]2[CH:24]=[CH:25][N:26]=[CH:27][CH:28]=2)=[CH:6][CH:7]=1, predict the reactants needed to synthesize it. The reactants are: [F:1][C:2]1[CH:7]=[CH:6][C:5]([C:8]2[N:13]=[C:12]3[NH:14][N:15]=[CH:16][C:11]3=[C:10]([CH:17]3[CH2:22][CH2:21][NH:20][CH2:19][CH2:18]3)[C:9]=2[C:23]2[CH:28]=[CH:27][N:26]=[CH:25][CH:24]=2)=[CH:4][CH:3]=1.[OH-].[Na+].[CH:31](O)=O. (4) Given the product [N:32]([CH2:16][C:14]1[CH:13]=[N:12][N:11]([C:8]2[CH:9]=[CH:10][C:5]([S:2]([CH3:1])(=[O:4])=[O:3])=[CH:6][CH:7]=2)[CH:15]=1)=[N+:33]=[N-:34], predict the reactants needed to synthesize it. The reactants are: [CH3:1][S:2]([C:5]1[CH:10]=[CH:9][C:8]([N:11]2[CH:15]=[C:14]([CH2:16]O)[CH:13]=[N:12]2)=[CH:7][CH:6]=1)(=[O:4])=[O:3].C1(P([N:32]=[N+:33]=[N-:34])(C2C=CC=CC=2)=O)C=CC=CC=1.N12CCCN=C1CCCCC2. (5) Given the product [F:43][C:42]([F:45])([F:44])[C:40]([OH:46])=[O:41].[CH3:7][C:4]1[C:3]2[C:8]3[CH:9]=[C:10]([O:29][CH3:30])[C:11]([O:14][CH2:15][CH:16]4[CH2:17][CH2:18][NH:19][CH2:20][CH2:21]4)=[CH:12][C:13]=3[C:36]([C:35]3[CH:38]=[CH:39][C:32]([OH:31])=[CH:33][CH:34]=3)=[N:1][C:2]=2[NH:6][N:5]=1, predict the reactants needed to synthesize it. The reactants are: [NH2:1][C:2]1[NH:6][N:5]=[C:4]([CH3:7])[C:3]=1[C:8]1[CH:13]=[CH:12][C:11]([O:14][CH2:15][CH:16]2[CH2:21][CH2:20][N:19](C(OC(C)(C)C)=O)[CH2:18][CH2:17]2)=[C:10]([O:29][CH3:30])[CH:9]=1.[OH:31][C:32]1[CH:39]=[CH:38][C:35]([CH:36]=O)=[CH:34][CH:33]=1.[C:40]([OH:46])([C:42]([F:45])([F:44])[F:43])=[O:41]. (6) Given the product [F:19][C:20]1[CH:21]=[C:22]([C@@H:27]([CH:31]2[CH2:32][CH2:33][N:34]([S:37]([CH3:40])(=[O:39])=[O:38])[CH2:35][CH2:36]2)[CH2:28][CH:29]=[O:30])[CH:23]=[C:24]([F:26])[CH:25]=1, predict the reactants needed to synthesize it. The reactants are: FC(F)(F)S(N1CCC(/C=C/C(O)=O)CC1)(=O)=O.[F:19][C:20]1[CH:21]=[C:22]([C@@H:27]([CH:31]2[CH2:36][CH2:35][N:34]([S:37]([C:40](F)(F)F)(=[O:39])=[O:38])[CH2:33][CH2:32]2)[CH2:28][CH:29]=[O:30])[CH:23]=[C:24]([F:26])[CH:25]=1. (7) Given the product [F:25][C:13]1[C:12]2[O:11][C:10]3[C:5](=[CH:6][C:7]([OH:26])=[CH:8][CH:9]=3)[C@:4]3([N:3]=[C:2]([NH:1][C:35](=[O:36])[O:34][C:31]([CH3:33])([CH3:32])[CH3:30])[CH2:29][O:28][CH2:27]3)[C:17]=2[CH:16]=[C:15]([C:18]#[C:19][C:20]2([CH3:24])[CH2:21][O:22][CH2:23]2)[CH:14]=1, predict the reactants needed to synthesize it. The reactants are: [NH2:1][C:2]1[CH2:29][O:28][CH2:27][C@:4]2([C:17]3[CH:16]=[C:15]([C:18]#[C:19][C:20]4([CH3:24])[CH2:23][O:22][CH2:21]4)[CH:14]=[C:13]([F:25])[C:12]=3[O:11][C:10]3[C:5]2=[CH:6][C:7]([OH:26])=[CH:8][CH:9]=3)[N:3]=1.[CH3:30][C:31]([O:34][C:35](O[C:35]([O:34][C:31]([CH3:33])([CH3:32])[CH3:30])=[O:36])=[O:36])([CH3:33])[CH3:32].C(N(CC)CC)C. (8) The reactants are: N[C:2]1[CH:10]=[CH:9][CH:8]=[CH:7][C:3]=1[C:4]([NH2:6])=[O:5].[N:11]1C=CC=CC=1.[F:17][C:18]1[CH:26]=[CH:25][CH:24]=[CH:23][C:19]=1[C:20](Cl)=[O:21].Cl. Given the product [F:17][C:18]1[CH:26]=[CH:25][CH:24]=[CH:23][C:19]=1[C:20]([C:2]1[C:10]([NH2:11])=[CH:9][CH:8]=[CH:7][C:3]=1[C:4]([NH2:6])=[O:5])=[O:21], predict the reactants needed to synthesize it. (9) Given the product [CH3:8][C:7]1[O:6][N:5]=[C:4]([C:9]2[CH:14]=[CH:13][CH:12]=[CH:11][CH:10]=2)[C:3]=1[C:1]#[C:2][C:16]1[CH:22]=[CH:21][CH:20]=[CH:19][C:17]=1[NH2:18], predict the reactants needed to synthesize it. The reactants are: [C:1]([C:3]1[C:4]([C:9]2[CH:14]=[CH:13][CH:12]=[CH:11][CH:10]=2)=[N:5][O:6][C:7]=1[CH3:8])#[CH:2].I[C:16]1[CH:22]=[CH:21][CH:20]=[CH:19][C:17]=1[NH2:18].